Dataset: Full USPTO retrosynthesis dataset with 1.9M reactions from patents (1976-2016). Task: Predict the reactants needed to synthesize the given product. (1) Given the product [Br:1][C:2]1[S:6][C:5]([C:7]2([OH:18])[CH2:12][CH2:11][CH:10]([C:13]([OH:15])=[O:14])[C:9]([CH3:16])([CH3:17])[CH2:8]2)=[N:4][CH:3]=1, predict the reactants needed to synthesize it. The reactants are: [Br:1][C:2]1[S:6][C:5]([C:7]2([OH:18])[CH2:12][CH2:11][CH:10]([C:13]([O-:15])=[O:14])[C:9]([CH3:17])([CH3:16])[CH2:8]2)=[N:4][CH:3]=1.O.CO.[OH-].[Na+]. (2) Given the product [NH2:1][CH2:2][C:3]1[C:4]([F:20])=[C:5]([O:10][C:11]2[CH:12]=[C:13]([CH:16]=[C:17]([CH2:22][CH2:21][CH3:23])[CH:18]=2)[C:14]#[N:15])[C:6]([Cl:9])=[CH:7][CH:8]=1, predict the reactants needed to synthesize it. The reactants are: [NH2:1][CH2:2][C:3]1[C:4]([F:20])=[C:5]([O:10][C:11]2[CH:12]=[C:13]([CH:16]=[C:17](Br)[CH:18]=2)[C:14]#[N:15])[C:6]([Cl:9])=[CH:7][CH:8]=1.[CH:21]([Zn]C(C)C)([CH3:23])[CH3:22].C([Zn]CCC)CC.NCC1C(F)=C(OC2C=C(C=C(C(C)C)C=2)C#N)C(Cl)=CC=1. (3) The reactants are: [F:1][C:2]([F:17])([C:6]1[CH:11]=[CH:10][C:9]([O:12][CH:13]([CH3:15])[CH3:14])=[C:8]([CH3:16])[CH:7]=1)[C:3]([OH:5])=O.P(Cl)(Cl)(Cl)=O.Cl.[NH2:24][CH2:25][C:26]1[CH:27]=[C:28]2[C:32](=[CH:33][CH:34]=1)[C:31](=[O:35])[N:30]([CH:36]1[CH2:41][CH2:40][C:39](=[O:42])[NH:38][C:37]1=[O:43])[CH2:29]2.C(=O)(O)[O-].[Na+]. Given the product [O:43]=[C:37]1[CH:36]([N:30]2[CH2:29][C:28]3[C:32](=[CH:33][CH:34]=[C:26]([CH2:25][NH:24][C:3](=[O:5])[C:2]([F:1])([F:17])[C:6]4[CH:11]=[CH:10][C:9]([O:12][CH:13]([CH3:15])[CH3:14])=[C:8]([CH3:16])[CH:7]=4)[CH:27]=3)[C:31]2=[O:35])[CH2:41][CH2:40][C:39](=[O:42])[NH:38]1, predict the reactants needed to synthesize it. (4) Given the product [Br:5][C:6]1[C:11]([CH3:12])=[CH:10][C:9]([NH2:13])=[CH:8][C:7]=1[Cl:16], predict the reactants needed to synthesize it. The reactants are: C(O)(=O)C.[Br:5][C:6]1[C:11]([CH3:12])=[CH:10][C:9]([N+:13]([O-])=O)=[CH:8][C:7]=1[Cl:16].O.C(=O)(O)[O-].[Na+]. (5) Given the product [CH:17]([O:1][C:2]1[CH:3]=[C:4]2[C:8](=[CH:9][CH:10]=1)[NH:7][CH:6]=[CH:5]2)([CH3:19])[CH3:18], predict the reactants needed to synthesize it. The reactants are: [OH:1][C:2]1[CH:3]=[C:4]2[C:8](=[CH:9][CH:10]=1)[NH:7][CH:6]=[CH:5]2.C(=O)([O-])[O-].[K+].[K+].[CH:17](I)([CH3:19])[CH3:18].